Task: Regression. Given a peptide amino acid sequence and an MHC pseudo amino acid sequence, predict their binding affinity value. This is MHC class I binding data.. Dataset: Peptide-MHC class I binding affinity with 185,985 pairs from IEDB/IMGT The binding affinity (normalized) is 0.589. The peptide sequence is RTKAIGLNF. The MHC is HLA-B15:01 with pseudo-sequence HLA-B15:01.